The task is: Predict the reactants needed to synthesize the given product.. This data is from Full USPTO retrosynthesis dataset with 1.9M reactions from patents (1976-2016). (1) Given the product [C:5]([O:9][C:10]([N:12]1[CH2:15][CH:14]([O:16][S:18]([CH3:17])(=[O:20])=[O:19])[CH2:13]1)=[O:11])([CH3:8])([CH3:6])[CH3:7], predict the reactants needed to synthesize it. The reactants are: C(Cl)(Cl)Cl.[C:5]([O:9][C:10]([N:12]1[CH2:15][CH:14]([OH:16])[CH2:13]1)=[O:11])([CH3:8])([CH3:7])[CH3:6].[CH3:17][S:18](Cl)(=[O:20])=[O:19].[Cl-].[NH4+]. (2) Given the product [C:25]([C:2]1[CH:3]=[C:4]2[C:9](=[CH:10][CH:11]=1)[CH:8]([CH:12]1[CH2:13][CH2:14][CH2:15][CH2:16][CH2:17]1)[N:7]([C:18]([O:20][C:21]([CH3:24])([CH3:22])[CH3:23])=[O:19])[CH2:6][CH2:5]2)#[N:26], predict the reactants needed to synthesize it. The reactants are: Br[C:2]1[CH:3]=[C:4]2[C:9](=[CH:10][CH:11]=1)[CH:8]([CH:12]1[CH2:17][CH2:16][CH2:15][CH2:14][CH2:13]1)[N:7]([C:18]([O:20][C:21]([CH3:24])([CH3:23])[CH3:22])=[O:19])[CH2:6][CH2:5]2.[CH3:25][N:26](C=O)C. (3) Given the product [C:15]([O:19][C:20](=[O:52])[N:21]([C@H:22]([C:24](=[O:50])[NH:25][C@@H:26]1[C:32](=[O:33])[N:31]([CH2:34][C:35]2[C:44]3[C:39](=[CH:40][CH:41]=[CH:42][CH:43]=3)[CH:38]=[CH:37][C:36]=2[CH3:45])[C:30]2[CH:46]=[CH:47][CH:48]=[CH:49][C:29]=2[N:28]([S:11]([C:8]2[CH:9]=[CH:10][C:5]([NH:4][C:1](=[O:3])[CH3:2])=[CH:6][CH:7]=2)(=[O:13])=[O:12])[CH2:27]1)[CH3:23])[CH3:51])([CH3:16])([CH3:17])[CH3:18], predict the reactants needed to synthesize it. The reactants are: [C:1]([NH:4][C:5]1[CH:10]=[CH:9][C:8]([S:11](Cl)(=[O:13])=[O:12])=[CH:7][CH:6]=1)(=[O:3])[CH3:2].[C:15]([O:19][C:20](=[O:52])[N:21]([CH3:51])[C@H:22]([C:24](=[O:50])[NH:25][C@@H:26]1[C:32](=[O:33])[N:31]([CH2:34][C:35]2[C:44]3[C:39](=[CH:40][CH:41]=[CH:42][CH:43]=3)[CH:38]=[CH:37][C:36]=2[CH3:45])[C:30]2[CH:46]=[CH:47][CH:48]=[CH:49][C:29]=2[NH:28][CH2:27]1)[CH3:23])([CH3:18])([CH3:17])[CH3:16].N1C=CC=CC=1. (4) Given the product [C:1]([O:5][C:6]([N:8]1[CH2:13][CH2:12][CH:11]([CH:14]2[O:23][C:17]3=[CH:18][N:19]=[C:20]([C:30]4[CH:31]=[CH:32][C:27]([CH2:26][C:24]#[N:25])=[CH:28][CH:29]=4)[CH:21]=[C:16]3[CH2:15]2)[CH2:10][CH2:9]1)=[O:7])([CH3:4])([CH3:3])[CH3:2], predict the reactants needed to synthesize it. The reactants are: [C:1]([O:5][C:6]([N:8]1[CH2:13][CH2:12][CH:11]([CH:14]2[O:23][C:17]3=[CH:18][N:19]=[C:20](Cl)[CH:21]=[C:16]3[CH2:15]2)[CH2:10][CH2:9]1)=[O:7])([CH3:4])([CH3:3])[CH3:2].[C:24]([CH2:26][C:27]1[CH:32]=[CH:31][C:30](B(O)O)=[CH:29][CH:28]=1)#[N:25].